This data is from Peptide-MHC class I binding affinity with 185,985 pairs from IEDB/IMGT. The task is: Regression. Given a peptide amino acid sequence and an MHC pseudo amino acid sequence, predict their binding affinity value. This is MHC class I binding data. (1) The peptide sequence is KVHEGYEEF. The MHC is HLA-A30:02 with pseudo-sequence HLA-A30:02. The binding affinity (normalized) is 0.0770. (2) The peptide sequence is MPWLDNIVE. The MHC is HLA-A02:03 with pseudo-sequence HLA-A02:03. The binding affinity (normalized) is 0.0847. (3) The peptide sequence is SEQEVSRVL. The MHC is HLA-B44:02 with pseudo-sequence HLA-B44:02. The binding affinity (normalized) is 0.535. (4) The peptide sequence is NNIEFNFTY. The MHC is HLA-B39:01 with pseudo-sequence HLA-B39:01. The binding affinity (normalized) is 0.0847. (5) The MHC is HLA-B18:01 with pseudo-sequence HLA-B18:01. The peptide sequence is SEAFLIGANY. The binding affinity (normalized) is 0.863.